This data is from Forward reaction prediction with 1.9M reactions from USPTO patents (1976-2016). The task is: Predict the product of the given reaction. (1) Given the reactants [Cl:1][C:2]1[C:3]([NH:23][C:24]2[CH:28]=[C:27]([CH3:29])[NH:26][N:25]=2)=[N:4][C:5]([NH:8][C:9]2[CH:14]=[C:13]([CH3:15])[C:12]([CH:16]3[CH2:21][CH2:20][NH:19][CH2:18][CH2:17]3)=[CH:11][C:10]=2[CH3:22])=[N:6][CH:7]=1.[Cl:30][CH2:31][CH2:32][CH2:33][S:34](Cl)(=[O:36])=[O:35].CCOC(C)=O, predict the reaction product. The product is: [Cl:1][C:2]1[C:3]([NH:23][C:24]2[CH:28]=[C:27]([CH3:29])[NH:26][N:25]=2)=[N:4][C:5]([NH:8][C:9]2[CH:14]=[C:13]([CH3:15])[C:12]([CH:16]3[CH2:21][CH2:20][N:19]([S:34]([CH2:33][CH2:32][CH2:31][Cl:30])(=[O:36])=[O:35])[CH2:18][CH2:17]3)=[CH:11][C:10]=2[CH3:22])=[N:6][CH:7]=1. (2) Given the reactants [CH3:1][C:2]1[CH:7]=[CH:6][C:5]([C:8]2[O:9][C:10]([CH3:13])=[N:11][N:12]=2)=[CH:4][C:3]=1[C:14]1[CH:19]=[CH:18][C:17]([C:20](O)=[O:21])=[CH:16][CH:15]=1.[CH:23]1[CH:24]=[CH:25][C:26]2N(O)N=[N:29][C:27]=2[CH:28]=1.Cl.CN(C)CCCN=C=NCC.C1(N)CCCCC1, predict the reaction product. The product is: [CH:27]1([NH:29][C:20]([C:17]2[CH:16]=[CH:15][C:14]([C:3]3[CH:4]=[C:5]([C:8]4[O:9][C:10]([CH3:13])=[N:11][N:12]=4)[CH:6]=[CH:7][C:2]=3[CH3:1])=[CH:19][CH:18]=2)=[O:21])[CH2:28][CH2:23][CH2:24][CH2:25][CH2:26]1. (3) Given the reactants Cl.[N:2]1[CH:7]=[CH:6][CH:5]=[N:4][C:3]=1[NH:8][CH:9]1[CH2:13][CH2:12][NH:11][CH2:10]1.C(N(C(C)C)CC)(C)C.[Cl:23][C:24]1[CH:29]=[C:28]([Cl:30])[CH:27]=[CH:26][C:25]=1[CH2:31][N:32]=[C:33]=[O:34], predict the reaction product. The product is: [Cl:23][C:24]1[CH:29]=[C:28]([Cl:30])[CH:27]=[CH:26][C:25]=1[CH2:31][NH:32][C:33]([N:11]1[CH2:12][CH2:13][CH:9]([NH:8][C:3]2[N:4]=[CH:5][CH:6]=[CH:7][N:2]=2)[CH2:10]1)=[O:34]. (4) Given the reactants [C:1]1([CH:7]2[N:11](COCC[Si](C)(C)C)[C:10]([C:20]3[CH:21]=[C:22]4[C:26](=[CH:27][CH:28]=3)[C:25](=[O:29])[CH2:24][CH2:23]4)=[C:9]([C:30]3[CH:35]=[CH:34][N:33]=[CH:32][CH:31]=3)[NH:8]2)[CH:6]=[CH:5][CH:4]=[CH:3][CH:2]=1.Cl, predict the reaction product. The product is: [C:1]1([C:7]2[NH:8][C:9]([C:30]3[CH:31]=[CH:32][N:33]=[CH:34][CH:35]=3)=[C:10]([C:20]3[CH:21]=[C:22]4[C:26](=[CH:27][CH:28]=3)[C:25](=[O:29])[CH2:24][CH2:23]4)[N:11]=2)[CH:2]=[CH:3][CH:4]=[CH:5][CH:6]=1. (5) Given the reactants [Br:1][C:2]1[CH:7]=[CH:6][C:5]([C:8]2[CH:13]=[CH:12][CH:11]=[CH:10][CH:9]=2)=[C:4]([CH3:14])[CH:3]=1.[Mn]([O-])(=O)(=O)=[O:16].[K+].[OH2:21], predict the reaction product. The product is: [Br:1][C:2]1[CH:3]=[C:4]([C:14]([OH:16])=[O:21])[C:5]([C:8]2[CH:13]=[CH:12][CH:11]=[CH:10][CH:9]=2)=[CH:6][CH:7]=1. (6) Given the reactants Cl[C:2]1[C:3]2[C:4](=[CH:13][N:14](CC3C=CC(OC)=CC=3)[N:15]=2)[N:5]=[C:6]([C:8]2[S:9][CH:10]=[CH:11][CH:12]=2)[N:7]=1.[F:25][C:26]([F:38])([F:37])[S:27]([C:30]1[CH:31]=[C:32]([CH:34]=[CH:35][CH:36]=1)[NH2:33])(=[O:29])=[O:28].Cl, predict the reaction product. The product is: [S:9]1[CH:10]=[CH:11][CH:12]=[C:8]1[C:6]1[N:7]=[C:2]([NH:33][C:32]2[CH:34]=[CH:35][CH:36]=[C:30]([S:27]([C:26]([F:38])([F:25])[F:37])(=[O:29])=[O:28])[CH:31]=2)[C:3]2[NH:15][N:14]=[CH:13][C:4]=2[N:5]=1. (7) Given the reactants Br[CH2:2][C:3]([NH:5][C:6]1[CH:7]=[C:8]2[C:12](=[CH:13][CH:14]=1)[CH2:11][O:10][C:9]2=[C:15]1[C:23]2[C:18](=[CH:19][CH:20]=[C:21]([Cl:24])[CH:22]=2)[NH:17][C:16]1=[O:25])=[O:4].[OH2:26], predict the reaction product. The product is: [Cl:24][C:21]1[CH:22]=[C:23]2[C:18](=[CH:19][CH:20]=1)[NH:17][C:16](=[O:25])[C:15]2=[C:9]1[C:8]2[C:12](=[CH:13][CH:14]=[C:6]([NH:5][C:3](=[O:4])[CH2:2][N:5]3[CH2:6][CH2:14][O:26][CH2:2][CH2:3]3)[CH:7]=2)[CH2:11][O:10]1. (8) Given the reactants [C:1]([C:5]1[CH:9]=[C:8]([C:10]([OH:12])=O)[N:7]([CH3:13])[N:6]=1)([CH3:4])([CH3:3])[CH3:2].Cl.Cl.[F:16][C:17]1[CH:22]=[CH:21][C:20]([C:23](=[O:31])[CH2:24][N:25]2[CH2:30][CH2:29][NH:28][CH2:27][CH2:26]2)=[CH:19][CH:18]=1, predict the reaction product. The product is: [C:1]([C:5]1[CH:9]=[C:8]([C:10]([N:28]2[CH2:27][CH2:26][N:25]([CH2:24][C:23]([C:20]3[CH:21]=[CH:22][C:17]([F:16])=[CH:18][CH:19]=3)=[O:31])[CH2:30][CH2:29]2)=[O:12])[N:7]([CH3:13])[N:6]=1)([CH3:2])([CH3:3])[CH3:4]. (9) Given the reactants Br[CH:2]([C:4](=O)[CH2:5][CH3:6])[CH3:3].[NH2:8][C:9]1[CH:14]=[CH:13][C:12]([I:15])=[CH:11][N:10]=1, predict the reaction product. The product is: [CH2:5]([C:4]1[N:8]=[C:9]2[CH:14]=[CH:13][C:12]([I:15])=[CH:11][N:10]2[C:2]=1[CH3:3])[CH3:6].